This data is from Forward reaction prediction with 1.9M reactions from USPTO patents (1976-2016). The task is: Predict the product of the given reaction. (1) Given the reactants [CH:1]1([N:6]2[C:14]3[CH:13]=[CH:12][N:11]=[C:10]([O:15]C)[C:9]=3[C:8]([C:17]3[CH:22]=[CH:21][C:20]([S:23]([NH2:26])(=[O:25])=[O:24])=[CH:19][CH:18]=3)=[N:7]2)[CH2:5][CH2:4][CH2:3][CH2:2]1.[I-].[Na+].Cl[Si](C)(C)C.O, predict the reaction product. The product is: [CH:1]1([N:6]2[C:14]3[CH:13]=[CH:12][NH:11][C:10](=[O:15])[C:9]=3[C:8]([C:17]3[CH:22]=[CH:21][C:20]([S:23]([NH2:26])(=[O:24])=[O:25])=[CH:19][CH:18]=3)=[N:7]2)[CH2:2][CH2:3][CH2:4][CH2:5]1. (2) Given the reactants Cl.[F:2][C:3]1[C:44]([F:45])=[C:43]([O:46][CH2:47][CH2:48][NH:49][CH3:50])[CH:42]=[CH:41][C:4]=1[CH2:5][N:6]1[C:14](=[O:15])[C:13]([C:16]([NH:18][C:19]2[CH:24]=[CH:23][C:22]([C:25]([F:28])([F:27])[F:26])=[CH:21][C:20]=2[C:29]2[CH:34]=[C:33]([C:35]([F:38])([F:37])[F:36])[N:32]=[CH:31][N:30]=2)=[O:17])=[C:12]([OH:39])[C:8]2([CH2:11][CH2:10][CH2:9]2)[N:7]1[CH3:40].[O:51]1[CH2:54][C:53](=O)[CH2:52]1.C(O)(=O)C, predict the reaction product. The product is: [F:2][C:3]1[C:44]([F:45])=[C:43]([O:46][CH2:47][CH2:48][N:49]([CH3:50])[CH:53]2[CH2:52][O:51][CH2:54]2)[CH:42]=[CH:41][C:4]=1[CH2:5][N:6]1[C:14](=[O:15])[C:13]([C:16]([NH:18][C:19]2[CH:24]=[CH:23][C:22]([C:25]([F:27])([F:28])[F:26])=[CH:21][C:20]=2[C:29]2[CH:34]=[C:33]([C:35]([F:36])([F:37])[F:38])[N:32]=[CH:31][N:30]=2)=[O:17])=[C:12]([OH:39])[C:8]2([CH2:11][CH2:10][CH2:9]2)[N:7]1[CH3:40]. (3) Given the reactants S(Cl)(Cl)=O.[Cl:5][C:6]1[CH:11]=[CH:10][C:9]([N+:12]([O-:14])=[O:13])=[CH:8][C:7]=1[CH2:15][C:16]([OH:18])=[O:17].[CH3:19][CH2:20]O, predict the reaction product. The product is: [Cl:5][C:6]1[CH:11]=[CH:10][C:9]([N+:12]([O-:14])=[O:13])=[CH:8][C:7]=1[CH2:15][C:16]([O:18][CH2:19][CH3:20])=[O:17]. (4) Given the reactants C(OC(=O)[NH:7][CH:8]1[CH2:13][CH2:12][N:11]([C:14]2[N:15]([CH3:32])[C:16](=[O:31])[C:17]([C:22]3[CH:27]=[CH:26][C:25]([O:28][CH3:29])=[C:24]([F:30])[CH:23]=3)=[C:18]([C:20]#[N:21])[N:19]=2)[CH2:10][CH2:9]1)(C)(C)C.Cl, predict the reaction product. The product is: [NH2:7][CH:8]1[CH2:13][CH2:12][N:11]([C:14]2[N:15]([CH3:32])[C:16](=[O:31])[C:17]([C:22]3[CH:27]=[CH:26][C:25]([O:28][CH3:29])=[C:24]([F:30])[CH:23]=3)=[C:18]([C:20]#[N:21])[N:19]=2)[CH2:10][CH2:9]1. (5) Given the reactants [CH:1]1([N:4]2[C:8]3[C:9]([O:22][C@@H:23]([C@H:25]4[CH2:29][NH:28][C:27](=[O:30])[CH2:26]4)[CH3:24])=[CH:10][C:11](B4OC(C)(C)C(C)(C)O4)=[CH:12][C:7]=3[N:6]=[CH:5]2)[CH2:3][CH2:2]1.Br[C:32]1[CH:36]=[N:35][N:34]([CH3:37])[N:33]=1.C([O-])([O-])=O.[Na+].[Na+].N#N, predict the reaction product. The product is: [CH:1]1([N:4]2[C:8]3[C:9]([O:22][C@@H:23]([C@H:25]4[CH2:29][NH:28][C:27](=[O:30])[CH2:26]4)[CH3:24])=[CH:10][C:11]([C:32]4[CH:36]=[N:35][N:34]([CH3:37])[N:33]=4)=[CH:12][C:7]=3[N:6]=[CH:5]2)[CH2:3][CH2:2]1. (6) Given the reactants [CH3:1][S:2][C:3]1[N:8]2[N:9]=[C:10]([NH2:12])[N:11]=[C:7]2[CH:6]=[CH:5][CH:4]=1.Br[C:14]1[CH:27]=[CH:26][C:17]([O:18][CH2:19][CH2:20][N:21]2[CH2:25][CH2:24][CH2:23][CH2:22]2)=[CH:16][CH:15]=1.CC1(C)C2C(=C(P(C3C=CC=CC=3)C3C=CC=CC=3)C=CC=2)OC2C(P(C3C=CC=CC=3)C3C=CC=CC=3)=CC=CC1=2.CC(C)([O-])C.[Na+], predict the reaction product. The product is: [CH3:1][S:2][C:3]1[N:8]2[N:9]=[C:10]([NH:12][C:14]3[CH:15]=[CH:16][C:17]([O:18][CH2:19][CH2:20][N:21]4[CH2:22][CH2:23][CH2:24][CH2:25]4)=[CH:26][CH:27]=3)[N:11]=[C:7]2[CH:6]=[CH:5][CH:4]=1. (7) The product is: [O:1]=[C:2]1[C:7]2[CH:8]=[CH:9][CH:10]=[CH:11][C:6]=2[S:5][C:4]([C:12]2[N:17]=[C:16](/[CH:18]=[CH:19]/[C:20]([OH:22])=[O:21])[CH:15]=[CH:14][CH:13]=2)=[N:3]1. Given the reactants [O:1]=[C:2]1[C:7]2[CH:8]=[CH:9][CH:10]=[CH:11][C:6]=2[S:5][C:4]([C:12]2[N:17]=[C:16](/[CH:18]=[CH:19]/[C:20]([O:22]C(C)(C)C)=[O:21])[CH:15]=[CH:14][CH:13]=2)=[N:3]1, predict the reaction product. (8) The product is: [C:1]([O:5][C:6]([C:8]1[C:9]([O:28][CH:38]([CH3:39])[C:37]([F:42])([F:41])[F:36])=[N:10][C:11]2[C:16]([C:17]=1[C:18]1[CH:23]=[CH:22][CH:21]=[C:20]([CH:24]([CH3:25])[CH3:26])[CH:19]=1)=[CH:15][C:14]([Cl:27])=[CH:13][CH:12]=2)=[O:7])([CH3:2])([CH3:4])[CH3:3]. Given the reactants [C:1]([O:5][C:6]([C:8]1[C:9]([O:28]S(C(F)(F)F)(=O)=O)=[N:10][C:11]2[C:16]([C:17]=1[C:18]1[CH:23]=[CH:22][CH:21]=[C:20]([CH:24]([CH3:26])[CH3:25])[CH:19]=1)=[CH:15][C:14]([Cl:27])=[CH:13][CH:12]=2)=[O:7])([CH3:4])([CH3:3])[CH3:2].[F:36][C:37]([F:42])([F:41])[CH:38](O)[CH3:39], predict the reaction product. (9) The product is: [Cl:1][C:2]1[CH:7]=[CH:6][C:5]([C:8]2[C:9]([C:21]([O:23][CH3:24])=[O:22])=[CH:10][C:11]([C:25]#[N:26])=[CH:12][CH:13]=2)=[CH:4][CH:3]=1. Given the reactants [Cl:1][C:2]1[CH:7]=[CH:6][C:5]([C:8]2[C:9]([C:21]([O:23][CH3:24])=[O:22])=[CH:10][C:11](S(C(F)(F)F)(=O)=O)=[CH:12][CH:13]=2)=[CH:4][CH:3]=1.[CH3:25][N:26](C=O)C, predict the reaction product. (10) Given the reactants [C:1](Cl)(=[O:3])[CH3:2].[F:5][C:6]1[CH:7]=[C:8]([S:12]([NH:15][C:16]2[CH:17]=[C:18]3[C:22](=[CH:23][CH:24]=2)[NH:21][N:20]=[C:19]3[NH2:25])(=[O:14])=[O:13])[CH:9]=[CH:10][CH:11]=1.N1C=CC=CC=1, predict the reaction product. The product is: [F:5][C:6]1[CH:7]=[C:8]([S:12]([NH:15][C:16]2[CH:17]=[C:18]3[C:22](=[CH:23][CH:24]=2)[NH:21][N:20]=[C:19]3[NH:25][C:1](=[O:3])[CH3:2])(=[O:13])=[O:14])[CH:9]=[CH:10][CH:11]=1.